From a dataset of Reaction yield outcomes from USPTO patents with 853,638 reactions. Predict the reaction yield, written as a fraction of the theoretical maximum amount of product (1.0 means a 100% yield; for example, 0.34 means a 34% yield). (1) The reactants are [CH3:1][C:2]([CH3:7])=[CH:3][C:4](O)=[O:5].O=S(Cl)Cl.[NH2:12][C:13]1[CH:18]=[CH:17][CH:16]=[CH:15][CH:14]=1.CCN(CC)CC. No catalyst specified. The product is [C:13]1([NH:12][C:4](=[O:5])[CH:3]=[C:2]([CH3:7])[CH3:1])[CH:18]=[CH:17][CH:16]=[CH:15][CH:14]=1. The yield is 0.800. (2) The reactants are [CH3:1][O:2][C:3]1[CH:8]=[C:7]([N+:9]([O-])=O)[CH:6]=[CH:5][C:4]=1[N:12]1[CH:16]=[C:15]([CH3:17])[N:14]=[CH:13]1. The catalyst is [Pd].CO. The product is [CH3:1][O:2][C:3]1[CH:8]=[C:7]([CH:6]=[CH:5][C:4]=1[N:12]1[CH:16]=[C:15]([CH3:17])[N:14]=[CH:13]1)[NH2:9]. The yield is 1.00. (3) The yield is 0.800. The reactants are [C:1]([O:10][CH3:11])(=[O:9])[C:2]1[C:3](=[CH:5][CH:6]=[CH:7][CH:8]=1)[SH:4].F[C:13]1[CH:18]=[CH:17][CH:16]=[CH:15][C:14]=1[N+:19]([O-:21])=[O:20].[CH3:22][O:23][C:24]([C:26]1[CH:31]=[CH:30][CH:29]=[CH:28][C:27]=1[S:32][C:33]1[CH:39]=[CH:38][CH:37]=[CH:36][C:34]=1[NH2:35])=[O:25].[NH2:40][C:41]1[S:42][CH:43]=[CH:44][N:45]=1. The product is [CH3:11][O:10][C:1]([C:2]1[CH:8]=[CH:7][CH:6]=[CH:5][C:3]=1[S:4][C:13]1[CH:18]=[CH:17][CH:16]=[CH:15][C:14]=1[N+:19]([O-:21])=[O:20])=[O:9].[CH3:22][O:23][C:24]([C:26]1[CH:31]=[CH:30][CH:29]=[CH:28][C:27]=1[S:32][C:33]1[CH:39]=[CH:38][CH:37]=[CH:36][C:34]=1[NH:35][C:1]([NH:40][C:41]1[S:42][CH:43]=[CH:44][N:45]=1)=[O:9])=[O:25]. No catalyst specified. (4) The reactants are [Br:1][C:2]1[CH:3]=[C:4]2[C:8](=[CH:9][C:10]=1[N+:11]([O-])=O)[NH:7][CH:6]=[CH:5]2. The catalyst is C(O)C.[Ni]. The product is [Br:1][C:2]1[CH:3]=[C:4]2[C:8](=[CH:9][C:10]=1[NH2:11])[NH:7][CH:6]=[CH:5]2. The yield is 0.300. (5) The reactants are C([NH:5][S:6]([C:9]1[S:10][C:11]([C:14]2[CH:19]=[CH:18][CH:17]=[C:16]([C:20]3[N:25]=[C:24]([C:26]([F:29])([F:28])[F:27])[CH:23]=[C:22]([C:30]4[CH:35]=[CH:34][C:33]([Cl:36])=[C:32]([Cl:37])[CH:31]=4)[N:21]=3)[CH:15]=2)=[CH:12][CH:13]=1)(=[O:8])=[O:7])(C)(C)C.C(O)(C(F)(F)F)=O. The catalyst is ClCCl. The product is [Cl:37][C:32]1[CH:31]=[C:30]([C:22]2[CH:23]=[C:24]([C:26]([F:27])([F:29])[F:28])[N:25]=[C:20]([C:16]3[CH:15]=[C:14]([C:11]4[S:10][C:9]([S:6]([NH2:5])(=[O:7])=[O:8])=[CH:13][CH:12]=4)[CH:19]=[CH:18][CH:17]=3)[N:21]=2)[CH:35]=[CH:34][C:33]=1[Cl:36]. The yield is 0.510.